Task: Predict the reaction yield, written as a fraction of the theoretical maximum amount of product (1.0 means a 100% yield; for example, 0.34 means a 34% yield).. Dataset: Reaction yield outcomes from USPTO patents with 853,638 reactions (1) The reactants are [C:1]([OH:5])(=[O:4])[CH:2]=[CH2:3].[CH2:6]([O:16][C:17](=[O:20])[CH:18]=[CH2:19])[CH2:7][CH2:8][CH2:9][CH2:10][CH2:11][CH2:12][CH2:13][CH2:14][CH3:15]. The catalyst is O1CCOCC1. The product is [C:1]([OH:5])(=[O:4])[CH:2]=[CH2:3].[CH2:6]([O:16][C:17](=[O:20])[CH:18]=[CH2:19])[CH2:7][CH2:8][CH2:9][CH2:10][CH2:11][CH2:12][CH2:13][CH2:14][CH3:15]. The yield is 0.810. (2) The reactants are P(Cl)(Cl)([Cl:3])=O.[Cl:6][C:7]1[CH:16]=[C:15]2[C:10]([C:11](O)=[CH:12][CH:13]=[N:14]2)=[CH:9][CH:8]=1. No catalyst specified. The product is [Cl:3][C:11]1[C:10]2[C:15](=[CH:16][C:7]([Cl:6])=[CH:8][CH:9]=2)[N:14]=[CH:13][CH:12]=1. The yield is 0.885. (3) The reactants are [O:1]1[CH2:3][CH:2]1[CH2:4][O:5][C:6]1[CH:13]=[CH:12][C:9]([C:10]#[N:11])=[CH:8][CH:7]=1.[OH-].[NH4+:15]. The catalyst is C(O)(C)C. The product is [NH2:15][CH2:3][CH:2]([OH:1])[CH2:4][O:5][C:6]1[CH:13]=[CH:12][C:9]([C:10]#[N:11])=[CH:8][CH:7]=1. The yield is 0.460. (4) The reactants are [OH-].[Na+].[CH3:3][C:4]1[CH:5]=[C:6]([C:11]2[N:15]([NH2:16])[C:14]([CH3:18])([CH3:17])[O:13][N:12]=2)[CH:7]=[C:8]([CH3:10])[CH:9]=1.[CH2:19]([C:21]1[C:29]([O:30][CH3:31])=[CH:28][CH:27]=[CH:26][C:22]=1[C:23](Cl)=[O:24])[CH3:20].O. The catalyst is C1(C)C=CC=CC=1.C(Cl)(Cl)Cl. The product is [CH3:3][C:4]1[CH:5]=[C:6]([C:11]2[N:15]([NH:16][C:23](=[O:24])[C:22]3[CH:26]=[CH:27][CH:28]=[C:29]([O:30][CH3:31])[C:21]=3[CH2:19][CH3:20])[C:14]([CH3:18])([CH3:17])[O:13][N:12]=2)[CH:7]=[C:8]([CH3:10])[CH:9]=1. The yield is 0.400.